Dataset: Forward reaction prediction with 1.9M reactions from USPTO patents (1976-2016). Task: Predict the product of the given reaction. (1) Given the reactants [CH3:1][C:2]1[CH:7]=[C:6]([CH3:8])[CH:5]=[C:4]([CH3:9])[C:3]=1[NH:10][C:11]([NH:13][C:14]1[C:15]([C:24]([NH:26][C:27]2([C:37]([O:39]C)=[O:38])[CH2:36][CH2:35][C:34]3[C:29](=[CH:30][CH:31]=[CH:32][CH:33]=3)[CH2:28]2)=[O:25])=[CH:16][C:17]2[C:22]([CH:23]=1)=[CH:21][CH:20]=[CH:19][CH:18]=2)=[O:12].Cl, predict the reaction product. The product is: [CH3:1][C:2]1[CH:7]=[C:6]([CH3:8])[CH:5]=[C:4]([CH3:9])[C:3]=1[NH:10][C:11]([NH:13][C:14]1[C:15]([C:24]([NH:26][C:27]2([C:37]([OH:39])=[O:38])[CH2:36][CH2:35][C:34]3[C:29](=[CH:30][CH:31]=[CH:32][CH:33]=3)[CH2:28]2)=[O:25])=[CH:16][C:17]2[C:22]([CH:23]=1)=[CH:21][CH:20]=[CH:19][CH:18]=2)=[O:12]. (2) Given the reactants [CH:1]1([C:4]2[C:12]([N:13]([CH2:18][CH2:19][CH2:20][N:21]3C(=O)C4C(=CC=CC=4)C3=O)[S:14]([CH3:17])(=[O:16])=[O:15])=[CH:11][C:10]3[C:6](=[C:7]([C:46]([NH:48][CH3:49])=[O:47])[N:8]([C:32]4[CH:37]=[CH:36][C:35]([NH:38][C:39]5[CH:44]=[CH:43][C:42]([F:45])=[CH:41][CH:40]=5)=[CH:34][CH:33]=4)[N:9]=3)[CH:5]=2)[CH2:3][CH2:2]1.NCCN(S(C)(=O)=O)C1C(C2CC2)=CC2C(C=1)=NN(C1C=CC(Br)=CC=1)C=2C(NC)=O, predict the reaction product. The product is: [NH2:21][CH2:20][CH2:19][CH2:18][N:13]([S:14]([CH3:17])(=[O:15])=[O:16])[C:12]1[C:4]([CH:1]2[CH2:3][CH2:2]2)=[CH:5][C:6]2[C:10]([CH:11]=1)=[N:9][N:8]([C:32]1[CH:33]=[CH:34][C:35]([NH:38][C:39]3[CH:44]=[CH:43][C:42]([F:45])=[CH:41][CH:40]=3)=[CH:36][CH:37]=1)[C:7]=2[C:46]([NH:48][CH3:49])=[O:47]. (3) Given the reactants Br[C:2]1[CH:3]=[C:4]([CH2:8][N:9]2[C:13](=[O:14])[N:12]([CH2:15][CH:16]([OH:21])[C:17]([F:20])([F:19])[F:18])[C:11]([C:22]3[CH:27]=[CH:26][C:25]([Cl:28])=[CH:24][CH:23]=3)=[N:10]2)[CH:5]=[N:6][CH:7]=1.[F:29][C:30]([F:41])([F:40])[C:31]1[CH:36]=[CH:35][CH:34]=[CH:33][C:32]=1B(O)O.C(=O)([O-])[O-].[Na+].[Na+], predict the reaction product. The product is: [Cl:28][C:25]1[CH:26]=[CH:27][C:22]([C:11]2[N:12]([CH2:15][CH:16]([OH:21])[C:17]([F:20])([F:19])[F:18])[C:13](=[O:14])[N:9]([CH2:8][C:4]3[CH:5]=[N:6][CH:7]=[C:2]([C:32]4[CH:33]=[CH:34][CH:35]=[CH:36][C:31]=4[C:30]([F:41])([F:40])[F:29])[CH:3]=3)[N:10]=2)=[CH:23][CH:24]=1. (4) Given the reactants [Br:1][C:2]1[CH:3]=[C:4]([NH2:9])[C:5]([NH2:8])=[CH:6][CH:7]=1.Cl.C(O[C:14](=N)[CH2:15][Cl:16])C, predict the reaction product. The product is: [Br:1][C:2]1[CH:7]=[CH:6][C:5]2[N:8]=[C:14]([CH2:15][Cl:16])[NH:9][C:4]=2[CH:3]=1. (5) Given the reactants [CH3:1][C:2]1[NH:6][N:5]=[C:4]([NH2:7])[CH:3]=1.Cl[C:9]1[N:10]=[C:11]([N:30]2[CH2:35][CH2:34][O:33][CH2:32][CH2:31]2)[C:12]2[N:18]=[C:17]([CH2:19][N:20]3[CH2:25][CH2:24][CH:23]([C:26]([OH:29])([CH3:28])[CH3:27])[CH2:22][CH2:21]3)[CH:16]=[CH:15][C:13]=2[N:14]=1, predict the reaction product. The product is: [CH3:1][C:2]1[NH:6][N:5]=[C:4]([NH:7][C:9]2[N:10]=[C:11]([N:30]3[CH2:35][CH2:34][O:33][CH2:32][CH2:31]3)[C:12]3[N:18]=[C:17]([CH2:19][N:20]4[CH2:25][CH2:24][CH:23]([C:26]([OH:29])([CH3:28])[CH3:27])[CH2:22][CH2:21]4)[CH:16]=[CH:15][C:13]=3[N:14]=2)[CH:3]=1. (6) Given the reactants [Cl:1][C:2]1[CH:7]=[CH:6][C:5]([C:8]2[C:9]3[C:22]([O:23][CH3:24])=[N:21][CH:20]=[CH:19][C:10]=3[C:11]3[C:17]([CH3:18])=[N:16][O:15][C:12]=3[CH2:13][N:14]=2)=[CH:4][CH:3]=1.[C:25]1(O)[CH:30]=[CH:29]C=[CH:27][CH:26]=1, predict the reaction product. The product is: [Cl:1][C:2]1[CH:7]=[CH:6][C:5]([C:8]2[C:9]3[C:22]([O:23][C:24]4[CH:29]=[CH:30][CH:25]=[CH:26][CH:27]=4)=[N:21][CH:20]=[CH:19][C:10]=3[C:11]3[C:17]([CH3:18])=[N:16][O:15][C:12]=3[CH2:13][N:14]=2)=[CH:4][CH:3]=1. (7) Given the reactants [NH2:1][C:2]1[C:3]([CH3:8])=[CH:4][CH:5]=[CH:6][CH:7]=1.Br[C:10]1[CH:15]=[CH:14][CH:13]=[CH:12][C:11]=1[CH3:16].CC(C)([O-])C.[Na+], predict the reaction product. The product is: [C:3]1([CH3:8])[CH:4]=[CH:5][CH:6]=[CH:7][C:2]=1[NH:1][C:10]1[CH:15]=[CH:14][CH:13]=[CH:12][C:11]=1[CH3:16]. (8) The product is: [CH2:23]([N:25]([CH2:26][C:27]1[CH:28]=[N:29][CH:30]=[CH:31][CH:32]=1)[C:20](=[O:21])[CH2:19][N:11]([S:8]([C:5]1[CH:4]=[CH:3][C:2]([CH3:1])=[CH:7][N:6]=1)(=[O:10])=[O:9])[C:12]1[CH:17]=[CH:16][C:15]([CH3:18])=[CH:14][CH:13]=1)[CH3:24]. Given the reactants [CH3:1][C:2]1[CH:3]=[CH:4][C:5]([S:8]([N:11]([CH2:19][C:20](O)=[O:21])[C:12]2[CH:17]=[CH:16][C:15]([CH3:18])=[CH:14][CH:13]=2)(=[O:10])=[O:9])=[N:6][CH:7]=1.[CH2:23]([NH:25][CH2:26][C:27]1[CH:28]=[N:29][CH:30]=[CH:31][CH:32]=1)[CH3:24], predict the reaction product.